This data is from Full USPTO retrosynthesis dataset with 1.9M reactions from patents (1976-2016). The task is: Predict the reactants needed to synthesize the given product. (1) Given the product [CH:22]1([N:19]2[CH2:20][CH2:21][C:17]3([N:13]([CH2:12][C:11]4[CH:30]=[CH:31][C:8]([C:35]5[CH:36]=[CH:37][N:32]=[CH:33][CH:34]=5)=[CH:9][CH:10]=4)[CH2:14][C@H:15]([OH:29])[CH2:16]3)[C:18]2=[O:28])[CH2:27][CH2:26][CH2:25][CH2:24][CH2:23]1, predict the reactants needed to synthesize it. The reactants are: C(=O)([O-])[O-].[Na+].[Na+].Br[C:8]1[CH:31]=[CH:30][C:11]([CH2:12][N:13]2[C:17]3([CH2:21][CH2:20][N:19]([CH:22]4[CH2:27][CH2:26][CH2:25][CH2:24][CH2:23]4)[C:18]3=[O:28])[CH2:16][C@@H:15]([OH:29])[CH2:14]2)=[CH:10][CH:9]=1.[N:32]1[CH:37]=[CH:36][C:35](B(O)O)=[CH:34][CH:33]=1.C1(C)C=CC=CC=1.C(O)C. (2) The reactants are: Cl.[NH2:2][OH:3].C([O-])(O)=O.[Na+].CO.[CH3:11][C:12]1[C:16]([C:17]2[N:21]([C:22]3[CH:27]=[CH:26][C:25]([O:28]C)=[CH:24][CH:23]=3)[N:20]=[C:19]([CH3:30])[C:18]=2[C:31]#[N:32])=[C:15]([CH3:33])[O:14][N:13]=1. Given the product [NH2:13][OH:14].[CH3:11][C:12]1[C:16]([CH:17]2[N:21]([C:22]3[CH:23]=[CH:24][C:25]([OH:28])=[CH:26][CH:27]=3)[N:20]=[C:19]([CH3:30])[CH:18]2[C:31](=[N:2][OH:3])[NH2:32])=[C:15]([CH3:33])[O:14][N:13]=1.[CH3:11][C:12]1[C:16]([C:17]2[N:21]([C:22]3[CH:23]=[CH:24][C:25]([OH:28])=[CH:26][CH:27]=3)[N:20]=[C:19]([CH3:30])[C:18]=2[C:31](=[N:2][OH:3])[NH2:32])=[C:15]([CH3:33])[O:14][N:13]=1, predict the reactants needed to synthesize it. (3) Given the product [C:33]1([C:16]2[CH:15]=[C:14]([C:10]3[CH:9]=[C:8]([C:4]4[CH:3]=[C:2]([B:44]([OH:47])[OH:45])[CH:7]=[CH:6][CH:5]=4)[CH:13]=[CH:12][CH:11]=3)[C:19]3[S:20][C:21]4[CH:26]=[CH:25][C:24]([C:27]5[CH:32]=[CH:31][CH:30]=[CH:29][CH:28]=5)=[CH:23][C:22]=4[C:18]=3[CH:17]=2)[CH:38]=[CH:37][CH:36]=[CH:35][CH:34]=1, predict the reactants needed to synthesize it. The reactants are: Br[C:2]1[CH:3]=[C:4]([C:8]2[CH:9]=[C:10]([C:14]3[C:19]4[S:20][C:21]5[CH:26]=[CH:25][C:24]([C:27]6[CH:32]=[CH:31][CH:30]=[CH:29][CH:28]=6)=[CH:23][C:22]=5[C:18]=4[CH:17]=[C:16]([C:33]4[CH:38]=[CH:37][CH:36]=[CH:35][CH:34]=4)[CH:15]=3)[CH:11]=[CH:12][CH:13]=2)[CH:5]=[CH:6][CH:7]=1.C([Li])CCC.[B:44](OC)([O:47]C)[O:45]C.Cl. (4) Given the product [C:8]([C:5]1[N:6]=[N:7][C:2]([NH:21][C@@H:22]2[CH2:27][CH2:26][CH2:25][CH2:24][C@@H:23]2[NH:28][C:29](=[O:35])[O:30][C:31]([CH3:33])([CH3:32])[CH3:34])=[CH:3][C:4]=1[NH:11][C:12]1[CH:17]=[CH:16][CH:15]=[C:14]([O:18][CH2:19][CH3:20])[N:13]=1)(=[O:9])[NH2:10], predict the reactants needed to synthesize it. The reactants are: Cl[C:2]1[N:7]=[N:6][C:5]([C:8]([NH2:10])=[O:9])=[C:4]([NH:11][C:12]2[CH:17]=[CH:16][CH:15]=[C:14]([O:18][CH2:19][CH3:20])[N:13]=2)[CH:3]=1.[NH2:21][C@@H:22]1[CH2:27][CH2:26][CH2:25][CH2:24][C@@H:23]1[NH:28][C:29](=[O:35])[O:30][C:31]([CH3:34])([CH3:33])[CH3:32]. (5) Given the product [Br:11][C:9]1[CH:8]=[CH:7][C:3]([C:4]([C:16]2[CH:21]=[CH:20][CH:19]=[CH:18][CH:17]=2)=[O:6])=[C:2]([Cl:22])[CH:10]=1, predict the reactants needed to synthesize it. The reactants are: F[C:2]1[CH:10]=[C:9]([Br:11])[CH:8]=[CH:7][C:3]=1[C:4]([OH:6])=O.S(Cl)(Cl)=O.[CH:16]1[CH:21]=[CH:20][CH:19]=[CH:18][CH:17]=1.[Cl-:22].[Cl-].[Cl-].[Al+3].Cl. (6) Given the product [CH3:13][C:12]1[C:4]([N:3]2[CH2:1][CH2:2][CH2:15][CH2:14]2)=[N:5][CH:6]=[C:7]([CH:11]=1)[C:8]([OH:10])=[O:9], predict the reactants needed to synthesize it. The reactants are: [CH2:1]([N:3]([CH2:14][CH3:15])[C:4]1[C:12]([CH3:13])=[CH:11][C:7]([C:8]([OH:10])=[O:9])=[CH:6][N:5]=1)[CH3:2].N1CCCC1. (7) The reactants are: [C:1]1([C:7]2[S:8][CH:9]=[C:10]([CH:12]=[C:13]3[C:21]4[C:16](=[CH:17][CH:18]=[CH:19][CH:20]=4)[C:15](=O)[O:14]3)[N:11]=2)[CH:6]=[CH:5][CH:4]=[CH:3][CH:2]=1.O.[NH2:24][NH2:25]. Given the product [C:1]1([C:7]2[S:8][CH:9]=[C:10]([CH2:12][C:13]3[C:21]4[C:16](=[CH:17][CH:18]=[CH:19][CH:20]=4)[C:15](=[O:14])[NH:25][N:24]=3)[N:11]=2)[CH:6]=[CH:5][CH:4]=[CH:3][CH:2]=1, predict the reactants needed to synthesize it. (8) Given the product [CH3:50][N:2]([CH3:1])[CH2:3][C:4]([N:6]1[C:14]2[C:9](=[CH:10][C:11]([O:47][CH3:48])=[C:12]([NH:15][C:16]3[NH:21][C:20]4=[N:22][CH:23]=[CH:24][C:19]4=[C:18]([NH:35][C:36]4[CH:45]=[CH:44][CH:43]=[C:42]([F:46])[C:37]=4[C:38]([NH:40][CH3:41])=[O:39])[N:17]=3)[CH:13]=2)[CH2:8][C@H:7]1[CH3:49])=[O:5], predict the reactants needed to synthesize it. The reactants are: [CH3:1][N:2]([CH3:50])[CH2:3][C:4]([N:6]1[C:14]2[C:9](=[CH:10][C:11]([O:47][CH3:48])=[C:12]([NH:15][C:16]3[N:17]=[C:18]([NH:35][C:36]4[CH:45]=[CH:44][CH:43]=[C:42]([F:46])[C:37]=4[C:38]([NH:40][CH3:41])=[O:39])[C:19]4[CH:24]=[CH:23][N:22](S(C5C=CC(C)=CC=5)(=O)=O)[C:20]=4[N:21]=3)[CH:13]=2)[CH2:8][C@H:7]1[CH3:49])=[O:5].[OH-].[Na+].[Na+].[Cl-].